Dataset: Reaction yield outcomes from USPTO patents with 853,638 reactions. Task: Predict the reaction yield, written as a fraction of the theoretical maximum amount of product (1.0 means a 100% yield; for example, 0.34 means a 34% yield). (1) The yield is 0.760. The catalyst is ClC1C=CC=CC=1.O.C1(C)C=CC(S(O)(=O)=O)=CC=1. The reactants are [NH2:1][C:2]1[CH:7]=[CH:6][C:5]([CH3:8])=[CH:4][CH:3]=1.O.[F:10][C:11]([F:19])([F:18])[C:12]([C:14]([F:17])([F:16])[F:15])=[O:13].O.O.[F:10][C:11]([F:19])([F:18])[C:12]([C:14]([F:17])([F:16])[F:15])=[O:13]. The product is [NH2:1][C:2]1[CH:7]=[CH:6][C:5]([CH3:8])=[CH:4][C:3]=1[C:12]([OH:13])([C:14]([F:17])([F:16])[F:15])[C:11]([F:19])([F:18])[F:10]. (2) The reactants are [NH2:1][C:2]1[NH:6][N:5]=[C:4]([C:7]2[CH:12]=[CH:11][C:10]([O:13][C:14]3[CH:19]=[CH:18][CH:17]=[CH:16][CH:15]=3)=[CH:9][CH:8]=2)[C:3]=1[C:20]([NH2:22])=[O:21].F[C:24]1[CH:37]=[C:36]([N+:38]([O-:40])=[O:39])[CH:35]=[CH:34][C:25]=1[CH2:26][O:27][CH:28]1[CH2:33][CH2:32][CH2:31][CH2:30][O:29]1.C([O-])([O-])=O.[K+].[K+]. The catalyst is CN(C=O)C.CC#N. The product is [NH2:1][C:2]1[N:6]([C:24]2[CH:37]=[C:36]([N+:38]([O-:40])=[O:39])[CH:35]=[CH:34][C:25]=2[CH2:26][O:27][CH:28]2[CH2:33][CH2:32][CH2:31][CH2:30][O:29]2)[N:5]=[C:4]([C:7]2[CH:8]=[CH:9][C:10]([O:13][C:14]3[CH:19]=[CH:18][CH:17]=[CH:16][CH:15]=3)=[CH:11][CH:12]=2)[C:3]=1[C:20]([NH2:22])=[O:21]. The yield is 0.800. (3) The reactants are [Cl:1][C:2]1[CH:11]=[CH:10][CH:9]=[C:8]2[C:3]=1[C:4](=[O:21])[N:5]([C:14]1[CH:19]=[CH:18][CH:17]=[CH:16][C:15]=1[CH3:20])[C:6]([CH2:12]Cl)=[N:7]2.[N:22]1[C:30]([NH2:31])=[C:29]2[C:25]([N:26]=[CH:27][NH:28]2)=[N:24][CH:23]=1.C([O-])([O-])=O.[K+].[K+]. The catalyst is CN(C=O)C. The product is [NH2:31][C:30]1[N:22]=[CH:23][N:24]=[C:25]2[C:29]=1[N:28]=[CH:27][N:26]2[CH2:12][C:6]1[N:5]([C:14]2[CH:19]=[CH:18][CH:17]=[CH:16][C:15]=2[CH3:20])[C:4](=[O:21])[C:3]2[C:8](=[CH:9][CH:10]=[CH:11][C:2]=2[Cl:1])[N:7]=1. The yield is 0.390. (4) The yield is 0.560. The reactants are [CH:1]([N:4]1[C:8]([C:9]2[CH:10]=[C:11]([NH2:17])[CH:12]=[CH:13][C:14]=2[O:15][CH3:16])=[CH:7][CH:6]=[N:5]1)([CH3:3])[CH3:2].[Cl:18][C:19]1[CH:24]=[C:23]([C:25]([F:28])([F:27])[F:26])[CH:22]=[CH:21][C:20]=1[N:29]=[C:30]=[O:31]. The product is [Cl:18][C:19]1[CH:24]=[C:23]([C:25]([F:28])([F:27])[F:26])[CH:22]=[CH:21][C:20]=1[NH:29][C:30]([NH:17][C:11]1[CH:12]=[CH:13][C:14]([O:15][CH3:16])=[C:9]([C:8]2[N:4]([CH:1]([CH3:3])[CH3:2])[N:5]=[CH:6][CH:7]=2)[CH:10]=1)=[O:31]. The catalyst is C(Cl)Cl. (5) The reactants are [C:1]([O:5][C:6]([N:8]1[CH2:12][CH2:11][CH2:10][CH:9]1[C:13]1[NH:14][C:15]([C:18]2[CH:23]=[CH:22][C:21](Br)=[CH:20][CH:19]=2)=[CH:16][N:17]=1)=[O:7])([CH3:4])([CH3:3])[CH3:2].[CH3:25][O:26][C:27](=[O:64])[NH:28][CH:29]([C:33]([N:35]1[CH2:39][CH2:38][CH2:37][CH:36]1[C:40]1[NH:41][C:42]([C:45]2[CH:54]=[CH:53][C:52]3[C:47](=[CH:48][CH:49]=[C:50](B4OC(C)(C)C(C)(C)O4)[CH:51]=3)[CH:46]=2)=[CH:43][N:44]=1)=[O:34])[CH:30]([CH3:32])[CH3:31].[O-]P([O-])([O-])=O.[K+].[K+].[K+].CC1(C)C2C(=C(P(C3C=CC=CC=3)C3C=CC=CC=3)C=CC=2)OC2C(P(C3C=CC=CC=3)C3C=CC=CC=3)=CC=CC1=2. The catalyst is COCCOC.CCOC(C)=O.CO.C1C=CC(/C=C/C(/C=C/C2C=CC=CC=2)=O)=CC=1.C1C=CC(/C=C/C(/C=C/C2C=CC=CC=2)=O)=CC=1.C1C=CC(/C=C/C(/C=C/C2C=CC=CC=2)=O)=CC=1.[Pd].[Pd]. The product is [C:1]([O:5][C:6]([N:8]1[CH2:12][CH2:11][CH2:10][CH:9]1[C:13]1[NH:14][C:15]([C:18]2[CH:23]=[CH:22][C:21]([C:50]3[CH:49]=[CH:48][C:47]4[C:52](=[CH:53][CH:54]=[C:45]([C:42]5[NH:41][C:40]([CH:36]6[CH2:37][CH2:38][CH2:39][N:35]6[C:33](=[O:34])[CH:29]([NH:28][C:27]([O:26][CH3:25])=[O:64])[CH:30]([CH3:32])[CH3:31])=[N:44][CH:43]=5)[CH:46]=4)[CH:51]=3)=[CH:20][CH:19]=2)=[CH:16][N:17]=1)=[O:7])([CH3:4])([CH3:3])[CH3:2]. The yield is 0.490. (6) The reactants are [Cl:1][C:2]1[CH:3]=[N:4][CH:5]=[C:6]([Cl:18])[C:7]=1[CH2:8][S:9][C:10]1[N:15]=[C:14](O)[CH:13]=[C:12]([CH3:17])[N:11]=1.P(Cl)(Cl)([Cl:21])=O. No catalyst specified. The product is [Cl:21][C:14]1[CH:13]=[C:12]([CH3:17])[N:11]=[C:10]([S:9][CH2:8][C:7]2[C:2]([Cl:1])=[CH:3][N:4]=[CH:5][C:6]=2[Cl:18])[N:15]=1. The yield is 0.471. (7) The reactants are Cl[CH2:2][C:3]([CH3:6])([OH:5])[CH3:4].[C:7]1(=[O:17])[NH:11][C:10](=[O:12])[C:9]2=[CH:13][CH:14]=[CH:15][CH:16]=[C:8]12.[K].[I-].[Na+]. The catalyst is CN(C=O)C. The product is [OH:5][C:3]([CH3:6])([CH3:4])[CH2:2][C:9]12[CH:13]=[CH:14][CH:15]=[CH:16][CH:8]1[C:7]([NH:11][C:10]2=[O:12])=[O:17]. The yield is 0.370. (8) The reactants are Br[CH:2]1[C:6]2([C:14]3[C:9](=[CH:10][CH:11]=[CH:12][CH:13]=3)[NH:8][C:7]2=[O:15])[CH2:5][CH2:4][CH2:3]1.[H-].[Na+].C([Li])CCC.C([O:26][B:27](OC(C)C)[O:28]C(C)C)(C)C.Cl. The catalyst is C1COCC1. The product is [NH:8]1[C:9]2[C:14](=[CH:13][CH:12]=[CH:11][CH:10]=2)[C:6]2([CH:2]([B:27]([OH:28])[OH:26])[CH2:3][CH2:4][CH2:5]2)[C:7]1=[O:15]. The yield is 0.640. (9) The reactants are [Cl:1][C:2]1[CH:25]=[CH:24][C:5]([O:6][CH2:7][C:8]([N:10]2[CH2:15][CH2:14][CH:13]([O:16][C:17]3[CH:22]=[CH:21][C:20]([F:23])=[CH:19][CH:18]=3)[CH2:12][CH2:11]2)=[O:9])=[C:4]([N+:26]([O-])=O)[CH:3]=1.[H][H]. The catalyst is C(O)C.[Pt]. The product is [NH2:26][C:4]1[CH:3]=[C:2]([Cl:1])[CH:25]=[CH:24][C:5]=1[O:6][CH2:7][C:8]([N:10]1[CH2:15][CH2:14][CH:13]([O:16][C:17]2[CH:22]=[CH:21][C:20]([F:23])=[CH:19][CH:18]=2)[CH2:12][CH2:11]1)=[O:9]. The yield is 0.940. (10) The reactants are [CH3:1][C:2]1[N:3]=[C:4]([N:12]2[CH2:16][CH2:15][N:14]([C:17]3[CH:22]=[CH:21][CH:20]=[CH:19]C=3)[C:13]2=[O:23])[S:5][C:6]=1[C:7]([O:9]CC)=[O:8].C1(CCN2CCN(C3SC(C(OCC)=O)=C(C)N=3)C2=O)CC1. No catalyst specified. The product is [CH:21]1([CH2:22][CH2:17][N:14]2[CH2:15][CH2:16][N:12]([C:4]3[S:5][C:6]([C:7]([OH:9])=[O:8])=[C:2]([CH3:1])[N:3]=3)[C:13]2=[O:23])[CH2:20][CH2:19]1. The yield is 0.880.